Dataset: Forward reaction prediction with 1.9M reactions from USPTO patents (1976-2016). Task: Predict the product of the given reaction. (1) Given the reactants C(OC([N:8]1[CH2:13][CH2:12][CH:11]([O:14][C:15]2[CH:20]=[CH:19][C:18]([C:21](=[O:23])[NH2:22])=[CH:17][N:16]=2)[CH2:10][CH2:9]1)=O)(C)(C)C.[ClH:24], predict the reaction product. The product is: [ClH:24].[NH:8]1[CH2:13][CH2:12][CH:11]([O:14][C:15]2[CH:20]=[CH:19][C:18]([C:21]([NH2:22])=[O:23])=[CH:17][N:16]=2)[CH2:10][CH2:9]1. (2) Given the reactants [F:1][C:2]1[CH:3]=[C:4]2[C:8](=[CH:9][CH:10]=1)[NH:7][CH:6]=[C:5]2[CH3:11].[H-].[K+].[C:14]1([C@H:20]2[O:22][C@@H:21]2[CH2:23][OH:24])[CH:19]=[CH:18][CH:17]=[CH:16][CH:15]=1, predict the reaction product. The product is: [F:1][C:2]1[CH:3]=[C:4]2[C:8](=[CH:9][CH:10]=1)[N:7]([C@@H:20]([C:14]1[CH:19]=[CH:18][CH:17]=[CH:16][CH:15]=1)[C@H:21]([OH:22])[CH2:23][OH:24])[CH:6]=[C:5]2[CH3:11]. (3) Given the reactants [Br:1][C:2]1[C:7]([F:8])=[C:6]([OH:9])[C:5]([NH:10][C:11](=[O:24])[C:12]([CH3:23])([CH3:22])[CH2:13][O:14]CC2C=CC=CC=2)=[C:4]([C:25]#[N:26])[C:3]=1[CH3:27].[H][H], predict the reaction product. The product is: [Br:1][C:2]1[C:7]([F:8])=[C:6]([OH:9])[C:5]([NH:10][C:11](=[O:24])[C:12]([CH3:23])([CH3:22])[CH2:13][OH:14])=[C:4]([C:25]#[N:26])[C:3]=1[CH3:27]. (4) Given the reactants [C:1]([C:4]1[CH:9]=[CH:8][C:7]([NH:10][S:11]([CH3:14])(=[O:13])=[O:12])=[CH:6][CH:5]=1)(=[O:3])[CH3:2].[CH:15]([C:17]1[C:29]([O:30][CH3:31])=[CH:28][C:20]([O:21][C:22]([CH3:27])([CH3:26])[C:23]([OH:25])=[O:24])=[C:19]([C:32]2[S:33][CH:34]=[CH:35][CH:36]=2)[CH:18]=1)=O.C[O-].[Li+], predict the reaction product. The product is: [CH3:14][S:11]([NH:10][C:7]1[CH:6]=[CH:5][C:4]([C:1](=[O:3])/[CH:2]=[CH:15]/[C:17]2[C:29]([O:30][CH3:31])=[CH:28][C:20]([O:21][C:22]([CH3:27])([CH3:26])[C:23]([OH:25])=[O:24])=[C:19]([C:32]3[S:33][CH:34]=[CH:35][CH:36]=3)[CH:18]=2)=[CH:9][CH:8]=1)(=[O:12])=[O:13]. (5) The product is: [CH:8]([S:16]([O-:19])(=[O:17])=[O:18])=[CH:9][C:10]1[CH:15]=[CH:14][CH:13]=[CH:12][CH:11]=1.[NH+:2]1[CH:7]=[CH:6][CH:5]=[CH:4][CH:3]=1. Given the reactants [Cl-].[NH+:2]1[CH:7]=[CH:6][CH:5]=[CH:4][CH:3]=1.[CH:8]([S:16]([O-:19])(=[O:18])=[O:17])=[CH:9][C:10]1[CH:15]=[CH:14][CH:13]=[CH:12][CH:11]=1, predict the reaction product. (6) The product is: [CH3:1][CH:2]1[O:9][C:7](=[O:8])[CH:6]([CH3:10])[O:5][C:3]1=[O:4].[C:11]1(=[O:18])[O:17][CH2:16][CH2:15][CH2:14][CH2:13][CH2:12]1. Given the reactants [CH3:1][CH:2]1[O:9][C:7](=[O:8])[CH:6]([CH3:10])[O:5][C:3]1=[O:4].[C:11]1(=[O:18])[O:17][CH2:16][CH2:15][CH2:14][CH2:13][CH2:12]1, predict the reaction product. (7) Given the reactants [NH2:1][C@@H:2]([C:6]([CH3:9])([CH3:8])[CH3:7])[C:3]([OH:5])=[O:4].C(=O)(O)[O-].[Na+].[CH3:15][O:16][CH2:17][C:18](Cl)=[O:19].Cl, predict the reaction product. The product is: [CH3:15][O:16][CH2:17][C:18]([NH:1][C@@H:2]([C:6]([CH3:9])([CH3:8])[CH3:7])[C:3]([OH:5])=[O:4])=[O:19].